This data is from Reaction yield outcomes from USPTO patents with 853,638 reactions. The task is: Predict the reaction yield, written as a fraction of the theoretical maximum amount of product (1.0 means a 100% yield; for example, 0.34 means a 34% yield). (1) The product is [CH3:14][N:11]1[CH:7]([C:3]2[CH:2]=[CH:1][CH:6]=[N:5][CH:4]=2)[CH2:8][CH2:9][CH2:10]1. The catalyst is O. The yield is 0.813. The reactants are [CH:1]1[CH:6]=[N:5][CH:4]=[C:3]([CH:7]2[NH:11][CH2:10][CH2:9][CH2:8]2)[CH:2]=1.C=O.[CH:14](O)=O.[OH-].[Na+]. (2) The reactants are [Si:1]([O:8][CH2:9][C@:10]1([CH3:38])[S:16][CH2:15][CH2:14][N:13]2[C:17]([C:20]3([C:23]4[CH:28]=[CH:27][C:26](B5OC(C)(C)C(C)(C)O5)=[CH:25][CH:24]=4)[CH2:22][CH2:21]3)=[N:18][N:19]=[C:12]2[CH2:11]1)([C:4]([CH3:7])([CH3:6])[CH3:5])([CH3:3])[CH3:2].Cl[C:40]1[N:45]=[CH:44][C:43]([CH3:46])=[CH:42][N:41]=1.C1(P(C2CCCCC2)C2CCCCC2)CCCCC1.P([O-])([O-])([O-])=O.[K+].[K+].[K+]. The catalyst is O1CCOCC1.O.C(Cl)Cl.C1C=CC(/C=C/C(/C=C/C2C=CC=CC=2)=O)=CC=1.C1C=CC(/C=C/C(/C=C/C2C=CC=CC=2)=O)=CC=1.C1C=CC(/C=C/C(/C=C/C2C=CC=CC=2)=O)=CC=1.[Pd].[Pd]. The product is [Si:1]([O:8][CH2:9][C@:10]1([CH3:38])[S:16][CH2:15][CH2:14][N:13]2[C:17]([C:20]3([C:23]4[CH:28]=[CH:27][C:26]([C:40]5[N:45]=[CH:44][C:43]([CH3:46])=[CH:42][N:41]=5)=[CH:25][CH:24]=4)[CH2:22][CH2:21]3)=[N:18][N:19]=[C:12]2[CH2:11]1)([C:4]([CH3:5])([CH3:7])[CH3:6])([CH3:2])[CH3:3]. The yield is 0.620. (3) The reactants are [F:1][C:2]([F:17])([F:16])[C:3]1[CH:12]=[CH:11][C:10]2[C:5](=[CH:6][CH:7]=[C:8]([C:13]([OH:15])=O)[CH:9]=2)[N:4]=1.F[P-](F)(F)(F)(F)F.C[N+](C)=C(N(C)C)[O:28]N1C2N=CC=CC=2N=N1.C([N:45]([CH2:49][CH3:50])[CH:46]([CH3:48])C)(C)C.Cl.[NH2:52][C@@H:53]([C:55]1[C:60]([F:61])=[CH:59][C:58]([NH:62][S:63]([CH3:66])(=[O:65])=[O:64])=[C:57]([CH3:67])[CH:56]=1)[CH3:54]. The catalyst is CN(C)C1C=CN=CC=1.CN(C)C=O. The product is [F:61][C:60]1[CH:59]=[C:58]([NH:62][S:63]([CH3:66])(=[O:65])=[O:64])[C:57]([CH3:67])=[CH:56][C:55]=1[C@H:53]([NH:52][C:13]([C:8]1[CH:9]=[C:10]2[C:5](=[CH:6][CH:7]=1)[N:4]=[C:3]([C:2]([F:1])([F:17])[F:16])[CH:12]=[C:11]2[N:45]1[CH2:46][CH2:48][C@@H:50]([OH:28])[CH2:49]1)=[O:15])[CH3:54]. The yield is 0.220. (4) The reactants are [Cl:1][C:2]1[C:6]([NH2:7])=[CH:5][N:4]([C:8]2[CH:9]=[N:10][CH:11]=[CH:12][CH:13]=2)[N:3]=1.CO.[CH:16](=O)[CH3:17].[BH4-].[Na+]. The catalyst is C(OCC)(=O)C. The product is [Cl:1][C:2]1[C:6]([NH:7][CH2:16][CH3:17])=[CH:5][N:4]([C:8]2[CH:9]=[N:10][CH:11]=[CH:12][CH:13]=2)[N:3]=1. The yield is 0.580. (5) The reactants are [O:1]=[C:2]1[C:11]2[C:6](=[C:7]([C:12]3[C:13](C)=[N:14][N:15]([CH3:18])[C:16]=3[CH3:17])[N:8]=[CH:9][CH:10]=2)[O:5][C:4]([C:20]2[CH:25]=[CH:24][CH:23]=[CH:22][CH:21]=2)=[C:3]1[C:26]1[CH:31]=[CH:30][C:29]([C:32]2([NH:36][C:37](=[O:43])[O:38][C:39]([CH3:42])([CH3:41])[CH3:40])[CH2:35][CH2:34][CH2:33]2)=[CH:28][CH:27]=1.ClC1N=CC=C2C(=O)C(C3C=CC(C4(NC(=O)OC(C)(C)C)CCC4)=CC=3)=C(C3C=CC=CC=3)OC=12.CN1C(C)=C(B2OC(C)(C)C(C)(C)O2)C=N1. No catalyst specified. The product is [CH3:18][N:15]1[C:16]([CH3:17])=[C:12]([C:7]2[N:8]=[CH:9][CH:10]=[C:11]3[C:2](=[O:1])[C:3]([C:26]4[CH:27]=[CH:28][C:29]([C:32]5([NH:36][C:37](=[O:43])[O:38][C:39]([CH3:42])([CH3:41])[CH3:40])[CH2:35][CH2:34][CH2:33]5)=[CH:30][CH:31]=4)=[C:4]([C:20]4[CH:21]=[CH:22][CH:23]=[CH:24][CH:25]=4)[O:5][C:6]=23)[CH:13]=[N:14]1. The yield is 0.820. (6) The catalyst is O1CCOCC1.O. The reactants are [CH2:1]1[C:4]2([CH2:7][N:6]([C:8]3[N:13]=[C:12]([C:14]([O:16]CC)=[O:15])[CH:11]=[CH:10][CH:9]=3)[CH2:5]2)[CH2:3][O:2]1.[OH-].[Na+]. The yield is 0.700. The product is [CH2:3]1[C:4]2([CH2:5][N:6]([C:8]3[N:13]=[C:12]([C:14]([OH:16])=[O:15])[CH:11]=[CH:10][CH:9]=3)[CH2:7]2)[CH2:1][O:2]1. (7) The reactants are [F:1][C:2]1[CH:3]=[C:4]([CH:33]=[CH:34][CH:35]=1)[CH2:5][N:6]1[C:14]2[C:9](=[CH:10][C:11]([NH:15][C:16]3[C:25]4[C:20](=[CH:21][CH:22]=[CH:23][C:24]=4[O:26][C@H:27]([CH3:32])[C:28](OC)=[O:29])[N:19]=[CH:18][N:17]=3)=[CH:12][CH:13]=2)[CH:8]=[N:7]1.[NH:36]1[CH2:40][CH2:39][CH2:38][CH2:37]1. No catalyst specified. The product is [F:1][C:2]1[CH:3]=[C:4]([CH:33]=[CH:34][CH:35]=1)[CH2:5][N:6]1[C:14]2[C:9](=[CH:10][C:11]([NH:15][C:16]3[C:25]4[C:20](=[CH:21][CH:22]=[CH:23][C:24]=4[O:26][C@H:27]([CH3:32])[C:28](=[O:29])[N:36]4[CH2:40][CH2:39][CH2:38][CH2:37]4)[N:19]=[CH:18][N:17]=3)=[CH:12][CH:13]=2)[CH:8]=[N:7]1. The yield is 0.770. (8) The catalyst is C(OCC)(=O)C.O1CCCC1.O. The product is [N:1]1[CH:6]=[CH:5][C:4]([CH2:7][CH2:8][C:9](=[N:19][OH:20])[CH3:10])=[CH:3][CH:2]=1. The reactants are [N:1]1[CH:6]=[CH:5][C:4]([CH2:7][CH2:8][C:9](=O)[CH3:10])=[CH:3][CH:2]=1.C(=O)([O-])[O-].[Na+].[Na+].Cl.[NH2:19][OH:20].C(=O)([O-])O.[Na+]. The yield is 0.900. (9) The reactants are [N:1]1([C:7]2[C:8]3[CH:31]=[CH:30][N:29]([CH2:32][CH:33]=O)[C:9]=3[N:10]=[C:11]([C:13]3[CH:18]=[CH:17][C:16]([NH:19][C:20]([NH:22][C:23]4[CH:28]=[CH:27][N:26]=[CH:25][CH:24]=4)=[O:21])=[CH:15][CH:14]=3)[N:12]=2)[CH2:6][CH2:5][O:4][CH2:3][CH2:2]1.[NH:35]1[CH2:40][CH2:39][NH:38][CH2:37][CH2:36]1. No catalyst specified. The product is [N:1]1([C:7]2[C:8]3[CH:31]=[CH:30][N:29]([CH2:32][CH2:33][N:35]4[CH2:40][CH2:39][NH:38][CH2:37][CH2:36]4)[C:9]=3[N:10]=[C:11]([C:13]3[CH:14]=[CH:15][C:16]([NH:19][C:20]([NH:22][C:23]4[CH:24]=[CH:25][N:26]=[CH:27][CH:28]=4)=[O:21])=[CH:17][CH:18]=3)[N:12]=2)[CH2:2][CH2:3][O:4][CH2:5][CH2:6]1. The yield is 0.390. (10) The reactants are C[O-].[Na+].Cl.[NH2:5][C:6]1[S:7][C:8](Br)=[CH:9][N:10]=1.[C:12]([C:15]1[CH:16]=[C:17]([SH:21])[CH:18]=[CH:19][CH:20]=1)([OH:14])=[O:13].Cl.O1CCOC[CH2:24]1. The catalyst is CO. The product is [CH3:24][O:13][C:12](=[O:14])[C:15]1[CH:20]=[CH:19][CH:18]=[C:17]([S:21][C:8]2[S:7][C:6]([NH2:5])=[N:10][CH:9]=2)[CH:16]=1. The yield is 0.750.